Dataset: Reaction yield outcomes from USPTO patents with 853,638 reactions. Task: Predict the reaction yield, written as a fraction of the theoretical maximum amount of product (1.0 means a 100% yield; for example, 0.34 means a 34% yield). The reactants are [NH2:1][C:2]1[C:7]([CH2:8][OH:9])=[CH:6][CH:5]=[CH:4][N:3]=1.[Br:10]Br. The catalyst is CC(O)=O. The product is [NH2:1][C:2]1[C:7]([CH2:8][OH:9])=[CH:6][C:5]([Br:10])=[CH:4][N:3]=1. The yield is 0.750.